From a dataset of Forward reaction prediction with 1.9M reactions from USPTO patents (1976-2016). Predict the product of the given reaction. Given the reactants [S:1]1[CH:5]=[CH:4][N:3]=[C:2]1[C:6](=[O:8])[CH3:7].[H-].[Na+].[N:11]([C:14]1[CH:15]=[CH:16][C:17]([CH3:33])=[C:18]([C:20]2[C:21](=[O:32])[N:22]([CH3:31])[C:23]3[C:28]([CH:29]=2)=[CH:27][N:26]=[C:25]([CH3:30])[CH:24]=3)[CH:19]=1)=[C:12]=[S:13].[CH3:34]I, predict the reaction product. The product is: [CH3:31][N:22]1[C:23]2[C:28](=[CH:27][N:26]=[C:25]([CH3:30])[CH:24]=2)[CH:29]=[C:20]([C:18]2[CH:19]=[C:14]([NH:11]/[C:12](/[S:13][CH3:34])=[CH:7]/[C:6](=[O:8])[C:2]3[S:1][CH:5]=[CH:4][N:3]=3)[CH:15]=[CH:16][C:17]=2[CH3:33])[C:21]1=[O:32].